This data is from Full USPTO retrosynthesis dataset with 1.9M reactions from patents (1976-2016). The task is: Predict the reactants needed to synthesize the given product. Given the product [NH:14]1[C:23]2[C:18](=[CH:19][CH:20]=[CH:21][CH:22]=2)[C:17](=[O:24])[CH:16]=[CH:15]1, predict the reactants needed to synthesize it. The reactants are: C(C1C=C(C(C)(C)CC(O)(C(F)(F)F)C[N:14]2[C:23]3[C:18](=[CH:19][CH:20]=[CH:21][CH:22]=3)[C:17](=[O:24])[CH:16]=[CH:15]2)C=CC=1)(=O)C.C(=O)([O-])[O-].[K+].[K+].Cl.NO.